The task is: Regression. Given two drug SMILES strings and cell line genomic features, predict the synergy score measuring deviation from expected non-interaction effect.. This data is from NCI-60 drug combinations with 297,098 pairs across 59 cell lines. (1) Drug 1: CC1OCC2C(O1)C(C(C(O2)OC3C4COC(=O)C4C(C5=CC6=C(C=C35)OCO6)C7=CC(=C(C(=C7)OC)O)OC)O)O. Drug 2: C1CNP(=O)(OC1)N(CCCl)CCCl. Cell line: IGROV1. Synergy scores: CSS=19.3, Synergy_ZIP=-2.19, Synergy_Bliss=-0.0731, Synergy_Loewe=-23.2, Synergy_HSA=-2.06. (2) Drug 1: CNC(=O)C1=CC=CC=C1SC2=CC3=C(C=C2)C(=NN3)C=CC4=CC=CC=N4. Drug 2: C1C(C(OC1N2C=NC(=NC2=O)N)CO)O. Cell line: HT29. Synergy scores: CSS=16.3, Synergy_ZIP=-0.562, Synergy_Bliss=2.80, Synergy_Loewe=-2.51, Synergy_HSA=2.00. (3) Drug 1: C1=NNC2=C1C(=O)NC=N2. Drug 2: CC1=C(C(=O)C2=C(C1=O)N3CC4C(C3(C2COC(=O)N)OC)N4)N. Cell line: HOP-92. Synergy scores: CSS=14.2, Synergy_ZIP=-3.64, Synergy_Bliss=4.54, Synergy_Loewe=-12.7, Synergy_HSA=1.81. (4) Drug 1: C1CCC(C1)C(CC#N)N2C=C(C=N2)C3=C4C=CNC4=NC=N3. Drug 2: CC12CCC3C(C1CCC2O)C(CC4=C3C=CC(=C4)O)CCCCCCCCCS(=O)CCCC(C(F)(F)F)(F)F. Cell line: HL-60(TB). Synergy scores: CSS=-9.64, Synergy_ZIP=6.75, Synergy_Bliss=4.96, Synergy_Loewe=-6.28, Synergy_HSA=-6.77. (5) Synergy scores: CSS=35.6, Synergy_ZIP=3.88, Synergy_Bliss=4.16, Synergy_Loewe=4.52, Synergy_HSA=5.22. Drug 2: C1CN(P(=O)(OC1)NCCCl)CCCl. Cell line: LOX IMVI. Drug 1: CC12CCC3C(C1CCC2=O)CC(=C)C4=CC(=O)C=CC34C. (6) Drug 1: CN1C(=O)N2C=NC(=C2N=N1)C(=O)N. Drug 2: COC1=C2C(=CC3=C1OC=C3)C=CC(=O)O2. Cell line: U251. Synergy scores: CSS=-1.45, Synergy_ZIP=0.512, Synergy_Bliss=0.858, Synergy_Loewe=1.01, Synergy_HSA=-1.49.